From a dataset of Reaction yield outcomes from USPTO patents with 853,638 reactions. Predict the reaction yield, written as a fraction of the theoretical maximum amount of product (1.0 means a 100% yield; for example, 0.34 means a 34% yield). (1) The reactants are [Cl:1][C:2]1[N:9]=[C:8]([N:10]([CH2:12][CH2:13][CH2:14][OH:15])[CH3:11])[C:7]([F:16])=[CH:6][C:3]=1[C:4]#[N:5].O[C:18]1[CH:19]=[C:20]2[C:24](=[CH:25][CH:26]=1)[C@H:23]([CH2:27][C:28]([O:30][CH2:31][CH3:32])=[O:29])[CH2:22][CH2:21]2.C1C=CC(P(C2C=CC=CC=2)C2C=CC=CC=2)=CC=1.C1CCN(C(N=NC(N2CCCCC2)=O)=O)CC1. The catalyst is C1COCC1. The product is [Cl:1][C:2]1[N:9]=[C:8]([N:10]([CH3:11])[CH2:12][CH2:13][CH2:14][O:15][C:18]2[CH:19]=[C:20]3[C:24](=[CH:25][CH:26]=2)[C@H:23]([CH2:27][C:28]([O:30][CH2:31][CH3:32])=[O:29])[CH2:22][CH2:21]3)[C:7]([F:16])=[CH:6][C:3]=1[C:4]#[N:5]. The yield is 0.810. (2) The reactants are [Br:1][C:2]1[CH:3]=[C:4]([C:8]([C:16]2[CH:21]=[C:20]([Cl:22])[CH:19]=[C:18]([F:23])[C:17]=2[C:24]#[N:25])=[N:9]S(C(C)(C)C)=O)[CH:5]=[CH:6][CH:7]=1.Br[C:27]1[CH:32]=[CH:31][N:30]=[C:29]([CH3:33])[CH:28]=1. No catalyst specified. The product is [Br:1][C:2]1[CH:3]=[C:4]([C:8]2([C:27]3[CH:32]=[CH:31][N:30]=[C:29]([CH3:33])[CH:28]=3)[C:16]3[C:17](=[C:18]([F:23])[CH:19]=[C:20]([Cl:22])[CH:21]=3)[C:24]([NH2:25])=[N:9]2)[CH:5]=[CH:6][CH:7]=1. The yield is 0.830. (3) The yield is 0.560. The catalyst is COCCOC.O.CCOC(C)=O.CC([O-])=O.CC([O-])=O.[Pd+2]. The product is [F:24][C:3]1[CH:4]=[C:5]([NH:8][C:9]([N:11]2[CH2:16][CH2:15][CH:14]([CH2:17][N:18]3[CH2:23][CH2:22][CH2:21][CH2:20][CH2:19]3)[CH2:13][CH2:12]2)=[O:10])[CH:6]=[CH:7][C:2]=1[C:40]1[CH:45]=[CH:44][CH:43]=[CH:42][CH:41]=1. The reactants are Br[C:2]1[CH:7]=[CH:6][C:5]([NH:8][C:9]([N:11]2[CH2:16][CH2:15][CH:14]([CH2:17][N:18]3[CH2:23][CH2:22][CH2:21][CH2:20][CH2:19]3)[CH2:13][CH2:12]2)=[O:10])=[CH:4][CH:3]=1.[F:24]C1C=CC=CC=1B(O)O.C([O-])([O-])=O.[Na+].[Na+].[C:40]1(C)[CH:45]=[CH:44][CH:43]=[CH:42][C:41]=1P([C:40]1[CH:45]=[CH:44][CH:43]=[CH:42][C:41]=1C)[C:40]1[CH:45]=[CH:44][CH:43]=[CH:42][C:41]=1C.N. (4) The reactants are [N+:1]([C:4]1[CH:5]=[C:6]2[C:10](=[CH:11][CH:12]=1)[NH:9][CH:8]=[CH:7]2)([O-:3])=[O:2].[H-].[Na+].Br[CH2:16][C:17]#[N:18].O. The catalyst is CN(C=O)C. The product is [N+:1]([C:4]1[CH:5]=[C:6]2[C:10](=[CH:11][CH:12]=1)[N:9]([CH2:16][C:17]#[N:18])[CH:8]=[CH:7]2)([O-:3])=[O:2]. The yield is 0.970. (5) The reactants are [Cl:1][C:2]1[C:7]([Cl:8])=[CH:6][C:5]([NH2:9])=[C:4]([NH2:10])[CH:3]=1.[C:11](N1C=CN=C1)(N1C=CN=C1)=[O:12]. The catalyst is C1COCC1. The product is [Cl:1][C:2]1[C:7]([Cl:8])=[CH:6][C:5]2[NH:9][C:11](=[O:12])[NH:10][C:4]=2[CH:3]=1. The yield is 0.850. (6) The reactants are [C:1]([O:5][C:6]([N:8]1[CH2:12][C@H:11]([N:13]=[N+]=[N-])[CH2:10][C@@H:9]1[CH2:16][OH:17])=[O:7])([CH3:4])([CH3:3])[CH3:2].[H][H]. The catalyst is [Pd].CO. The product is [C:1]([O:5][C:6]([N:8]1[CH2:12][C@H:11]([NH2:13])[CH2:10][C@@H:9]1[CH2:16][OH:17])=[O:7])([CH3:4])([CH3:3])[CH3:2]. The yield is 0.920. (7) The reactants are I[C:2]1[CH:3]=[CH:4][C:5]([N:8]2[C:12](=[O:13])[CH2:11][C@H:10]3[CH2:14][CH2:15][CH2:16][C@@H:9]23)=[N:6][CH:7]=1.[C:17]([C:19]1[CH:24]=[CH:23][C:22]([F:25])=[CH:21][CH:20]=1)#[CH:18]. No catalyst specified. The product is [F:25][C:22]1[CH:23]=[CH:24][C:19]([C:17]#[C:18][C:2]2[CH:3]=[CH:4][C:5]([N:8]3[C:12](=[O:13])[CH2:11][C@H:10]4[CH2:14][CH2:15][CH2:16][C@@H:9]34)=[N:6][CH:7]=2)=[CH:20][CH:21]=1. The yield is 0.770. (8) The reactants are Cl[C:2]1[CH:3]=[CH:4][N:5]2[C:10]([C:11]=1[CH3:12])=[C:9]([CH:13]1[CH2:15][CH2:14]1)[CH:8]=[C:7]([C:16]([O:18][CH2:19][CH3:20])=[O:17])[C:6]2=[O:21].[OH:22][C:23]1[CH:28]=[CH:27][C:26](B(O)OC)=[CH:25][CH:24]=1.[C:33]([O-])([O-])=O.[Na+].[Na+]. The catalyst is C1COCC1.Cl[Pd](Cl)([P](C1C=CC=CC=1)(C1C=CC=CC=1)C1C=CC=CC=1)[P](C1C=CC=CC=1)(C1C=CC=CC=1)C1C=CC=CC=1. The product is [OH:22][C:23]1[CH:28]=[CH:27][C:26]([C:2]2[CH:3]=[CH:4][N:5]3[C:10]([C:11]=2[CH3:12])=[C:9]([CH:13]2[CH2:15][CH2:14]2)[CH:8]=[C:7]([C:16]([O:18][CH2:19][CH3:20])=[O:17])[C:6]3=[O:21])=[C:25]([CH3:33])[CH:24]=1. The yield is 0.400.